Dataset: Reaction yield outcomes from USPTO patents with 853,638 reactions. Task: Predict the reaction yield, written as a fraction of the theoretical maximum amount of product (1.0 means a 100% yield; for example, 0.34 means a 34% yield). (1) The reactants are [Br:1][C:2]1[CH:3]=[C:4]([CH:8]=[CH:9][C:10]=1[OH:11])[C:5]([OH:7])=[O:6].S(=O)(=O)(O)O.[CH3:17]O. The yield is 1.00. The product is [Br:1][C:2]1[CH:3]=[C:4]([CH:8]=[CH:9][C:10]=1[OH:11])[C:5]([O:7][CH3:17])=[O:6]. No catalyst specified. (2) The catalyst is C1(C)C=CC=CC=1.C(O)C.Cl[Pd](Cl)([P](C1C=CC=CC=1)(C1C=CC=CC=1)C1C=CC=CC=1)[P](C1C=CC=CC=1)(C1C=CC=CC=1)C1C=CC=CC=1. The reactants are Br[C:2]1[C:3]([NH2:22])=[N:4][CH:5]=[C:6]([C:8]2[CH:13]=[CH:12][C:11]([O:14][Si:15]([C:18]([CH3:21])([CH3:20])[CH3:19])([CH3:17])[CH3:16])=[CH:10][CH:9]=2)[N:7]=1.[C:23]1([C:29](B(O)O)=[CH2:30])[CH:28]=[CH:27][CH:26]=[CH:25][CH:24]=1.C([O-])([O-])=O.[Na+].[Na+].O. The product is [Si:15]([O:14][C:11]1[CH:12]=[CH:13][C:8]([C:6]2[N:7]=[C:2]([C:29]([C:23]3[CH:28]=[CH:27][CH:26]=[CH:25][CH:24]=3)=[CH2:30])[C:3]([NH2:22])=[N:4][CH:5]=2)=[CH:9][CH:10]=1)([C:18]([CH3:21])([CH3:20])[CH3:19])([CH3:17])[CH3:16]. The yield is 0.782. (3) The reactants are [H-].[Na+].[C:3](#[N:5])[CH3:4].C[O:7][C:8]([C:10]1[CH:15]=[N:14][CH:13]=[CH:12][N:11]=1)=O. The catalyst is O1CCOCC1.O. The product is [O:7]=[C:8]([C:10]1[CH:15]=[N:14][CH:13]=[CH:12][N:11]=1)[CH2:4][C:3]#[N:5]. The yield is 0.629. (4) The reactants are [C:1]([C:3]1[CH:8]=[CH:7][C:6]([C:9]2(O)[CH2:14][CH2:13][N:12]([C:15]([O:17][C:18]([CH3:21])([CH3:20])[CH3:19])=[O:16])[CH2:11][CH2:10]2)=[CH:5][CH:4]=1)#[N:2].COCCN(S(F)(F)[F:33])CCOC. The yield is 0.350. The catalyst is ClCCl. The product is [C:1]([C:3]1[CH:8]=[CH:7][C:6]([C:9]2([F:33])[CH2:14][CH2:13][N:12]([C:15]([O:17][C:18]([CH3:21])([CH3:20])[CH3:19])=[O:16])[CH2:11][CH2:10]2)=[CH:5][CH:4]=1)#[N:2]. (5) The reactants are [Br:1][C:2]1[CH:3]=[C:4]([C:9]2(O)[CH2:14][CH2:13][CH:12]([N:15]([CH3:17])[CH3:16])[CH2:11][CH2:10]2)[CH:5]=[C:6]([F:8])[CH:7]=1.CC1C=CC(S(O)(=O)=O)=CC=1. The catalyst is C1(C)C=CC=CC=1. The product is [Br:1][C:2]1[CH:3]=[C:4]([C:9]2[CH2:14][CH2:13][CH:12]([N:15]([CH3:17])[CH3:16])[CH2:11][CH:10]=2)[CH:5]=[C:6]([F:8])[CH:7]=1. The yield is 0.790. (6) The reactants are [CH3:1][NH:2][C:3]1[C:4]([NH2:12])=[CH:5][C:6]([N+:9]([O-:11])=[O:10])=[CH:7][CH:8]=1.[CH2:13]([N:21]=[C:22]=S)[CH2:14][C:15]1[CH:20]=[CH:19][CH:18]=[CH:17][CH:16]=1. No catalyst specified. The product is [CH3:1][N:2]1[C:3]2[CH:8]=[CH:7][C:6]([N+:9]([O-:11])=[O:10])=[CH:5][C:4]=2[N:12]=[C:22]1[NH:21][CH2:13][CH2:14][C:15]1[CH:20]=[CH:19][CH:18]=[CH:17][CH:16]=1. The yield is 0.660.